Dataset: Full USPTO retrosynthesis dataset with 1.9M reactions from patents (1976-2016). Task: Predict the reactants needed to synthesize the given product. (1) The reactants are: [Cl:1][C:2]1[CH:3]=[C:4]([NH:10][C:11]([CH2:13][CH:14]([CH3:19])[CH2:15][C:16]([OH:18])=O)=[O:12])[CH:5]=[CH:6][C:7]=1[C:8]#[N:9].CCN(C(C)C)C(C)C.C(P1(=O)OP(CCC)(=O)OP(CCC)(=O)O1)CC.[NH2:47][C:48]1[CH:49]=[C:50]2[C:55](=[CH:56][CH:57]=1)[N:54]([CH2:58][Si:59]([CH3:62])([CH3:61])[CH3:60])[C:53](=[O:63])[N:52]([CH2:64][CH3:65])[C:51]2=[O:66]. Given the product [Cl:1][C:2]1[CH:3]=[C:4]([NH:10][C:11](=[O:12])[CH2:13][CH:14]([CH3:19])[CH2:15][C:16]([NH:47][C:48]2[CH:49]=[C:50]3[C:55](=[CH:56][CH:57]=2)[N:54]([CH2:58][Si:59]([CH3:61])([CH3:62])[CH3:60])[C:53](=[O:63])[N:52]([CH2:64][CH3:65])[C:51]3=[O:66])=[O:18])[CH:5]=[CH:6][C:7]=1[C:8]#[N:9], predict the reactants needed to synthesize it. (2) Given the product [ClH:40].[Cl:40][C:31]1[C:32]([C:36]([F:37])([F:38])[F:39])=[CH:33][CH:34]=[CH:35][C:30]=1[CH2:29][N:14]([CH2:15][CH:16]([C:17]1[CH:18]=[CH:19][CH:20]=[CH:21][CH:22]=1)[C:23]1[CH:28]=[CH:27][CH:26]=[CH:25][CH:24]=1)[CH2:13][CH2:12][CH2:11][O:10][C:6]1[CH:5]=[C:4]([CH:9]=[CH:8][CH:7]=1)[C:3]([OH:41])=[O:2], predict the reactants needed to synthesize it. The reactants are: C[O:2][C:3](=[O:41])[C:4]1[CH:9]=[CH:8][CH:7]=[C:6]([O:10][CH2:11][CH2:12][CH2:13][N:14]([CH2:29][C:30]2[CH:35]=[CH:34][CH:33]=[C:32]([C:36]([F:39])([F:38])[F:37])[C:31]=2[Cl:40])[CH2:15][CH:16]([C:23]2[CH:28]=[CH:27][CH:26]=[CH:25][CH:24]=2)[C:17]2[CH:22]=[CH:21][CH:20]=[CH:19][CH:18]=2)[CH:5]=1.O[Li].O. (3) Given the product [NH2:7][C:8]1[CH:9]=[C:10]([CH:11]=[CH:12][CH:13]=1)[C:14]([NH:15][C@H:16]([C:18]1[C:27]2[C:22](=[CH:23][CH:24]=[CH:25][CH:26]=2)[CH:21]=[CH:20][CH:19]=1)[CH3:17])=[O:28], predict the reactants needed to synthesize it. The reactants are: C(OC(=O)[NH:7][C:8]1[CH:13]=[CH:12][CH:11]=[C:10]([C:14](=[O:28])[NH:15][C@H:16]([C:18]2[C:27]3[C:22](=[CH:23][CH:24]=[CH:25][CH:26]=3)[CH:21]=[CH:20][CH:19]=2)[CH3:17])[CH:9]=1)(C)(C)C. (4) Given the product [Cl:16][CH2:12][C:10]1[CH:9]=[N:8][N:7]([C:2]2[CH:3]=[CH:4][CH:5]=[CH:6][N:1]=2)[CH:11]=1, predict the reactants needed to synthesize it. The reactants are: [N:1]1[CH:6]=[CH:5][CH:4]=[CH:3][C:2]=1[N:7]1[CH:11]=[C:10]([CH2:12]O)[CH:9]=[N:8]1.S(Cl)([Cl:16])=O. (5) The reactants are: [N:1]1([C:6]2[CH:11]=[CH:10][C:9]([OH:12])=[CH:8][CH:7]=2)[CH:5]=[N:4][CH:3]=[N:2]1.[C:13]([O:17][C:18]([N:20]1[CH2:24][CH2:23][CH2:22][C@@H:21]1[CH2:25][O:26][C:27]1[CH:32]=[CH:31][C:30](I)=[CH:29][CH:28]=1)=[O:19])([CH3:16])([CH3:15])[CH3:14]. Given the product [C:13]([O:17][C:18]([N:20]1[CH2:24][CH2:23][CH2:22][C@@H:21]1[CH2:25][O:26][C:27]1[CH:28]=[CH:29][C:30]([O:12][C:9]2[CH:8]=[CH:7][C:6]([N:1]3[CH:5]=[N:4][CH:3]=[N:2]3)=[CH:11][CH:10]=2)=[CH:31][CH:32]=1)=[O:19])([CH3:16])([CH3:14])[CH3:15], predict the reactants needed to synthesize it. (6) Given the product [Cl:12][C:13]1[C:14]([O:22][CH2:23][CH:24]2[CH2:25][CH2:26][CH2:27][CH2:28][CH2:29]2)=[CH:15][C:16]2[O:1][N:2]=[C:3]([NH2:37])[C:4]=2[CH:20]=1, predict the reactants needed to synthesize it. The reactants are: [OH:1][NH:2][C:3](=O)[CH3:4].C([O-])(C)(C)C.[K+].[Cl:12][C:13]1[C:14]([O:22][CH2:23][CH:24]2[CH2:29][CH2:28][CH2:27][CH2:26][CH2:25]2)=[CH:15][C:16](F)=C([CH:20]=1)C#N.CCOC(C)=O.C[N:37](C=O)C.